This data is from Full USPTO retrosynthesis dataset with 1.9M reactions from patents (1976-2016). The task is: Predict the reactants needed to synthesize the given product. (1) Given the product [F:21][C:12]1[CH:11]=[C:10]([NH:9][C:7](=[O:8])[C:6]2[CH:22]=[C:2]([C:31]3[NH:30][N:29]=[CH:33][CH:32]=3)[C:3]([N:23]3[CH2:27][CH2:26][C@@H:25]([OH:28])[CH2:24]3)=[N:4][CH:5]=2)[CH:15]=[CH:14][C:13]=1[O:16][C:17]([F:20])([F:19])[F:18], predict the reactants needed to synthesize it. The reactants are: Br[C:2]1[C:3]([N:23]2[CH2:27][CH2:26][C@@H:25]([OH:28])[CH2:24]2)=[N:4][CH:5]=[C:6]([CH:22]=1)[C:7]([NH:9][C:10]1[CH:15]=[CH:14][C:13]([O:16][C:17]([F:20])([F:19])[F:18])=[C:12]([F:21])[CH:11]=1)=[O:8].[NH:29]1[CH:33]=[CH:32][CH:31]=[N:30]1.C([O-])([O-])=O.[Na+].[Na+].COCCOC. (2) Given the product [O:38]1[CH2:42][CH2:41][O:40][CH:39]1[CH2:43][N:44]([CH3:45])[C:21]1[N:20]=[C:19]([O:18][C:11]2[C:12]3[C:17](=[CH:16][CH:15]=[CH:14][CH:13]=3)[C:8]([NH:7][C:5](=[O:6])[C:4]3[CH:29]=[C:30]([N:32]4[CH2:37][CH2:36][O:35][CH2:34][CH2:33]4)[CH:31]=[C:2]([F:1])[CH:3]=3)=[CH:9][CH:10]=2)[CH:24]=[CH:23][N:22]=1, predict the reactants needed to synthesize it. The reactants are: [F:1][C:2]1[CH:3]=[C:4]([CH:29]=[C:30]([N:32]2[CH2:37][CH2:36][O:35][CH2:34][CH2:33]2)[CH:31]=1)[C:5]([NH:7][C:8]1[C:17]2[C:12](=[CH:13][CH:14]=[CH:15][CH:16]=2)[C:11]([O:18][C:19]2[CH:24]=[CH:23][N:22]=[C:21](S(C)(=O)=O)[N:20]=2)=[CH:10][CH:9]=1)=[O:6].[O:38]1[CH2:42][CH2:41][O:40][CH:39]1[CH2:43][NH:44][CH3:45]. (3) Given the product [CH3:1][O:2][C:3]1[CH:10]=[CH:9][CH:8]=[CH:7][C:4]=1[CH:5]=[CH:14][N+:11]([O-:13])=[O:12], predict the reactants needed to synthesize it. The reactants are: [CH3:1][O:2][C:3]1[CH:10]=[CH:9][CH:8]=[CH:7][C:4]=1[CH:5]=O.[N+:11]([CH3:14])([O-:13])=[O:12].[OH-].[Na+]. (4) The reactants are: [F:1][C:2]1[CH:7]=[C:6]([F:8])[CH:5]=[CH:4][C:3]=1[C@:9]12[CH2:18][O:17][C@@H:16]([C:19]3[O:20][C:21]([CH3:24])=[CH:22][N:23]=3)[CH2:15][C@H:14]1[CH2:13][S:12][C:11]([NH:25]C(=O)C1C=CC=CC=1)=[N:10]2.FC1C=C(F)C=CC=1[C@]12CO[C@@H](C3OC=CN=3)C[C@H]1CSC(N)=N2. Given the product [F:1][C:2]1[CH:7]=[C:6]([F:8])[CH:5]=[CH:4][C:3]=1[C@:9]12[CH2:18][O:17][C@@H:16]([C:19]3[O:20][C:21]([CH3:24])=[CH:22][N:23]=3)[CH2:15][C@H:14]1[CH2:13][S:12][C:11]([NH2:25])=[N:10]2, predict the reactants needed to synthesize it. (5) Given the product [C:1]([C:5]1[CH:6]=[C:7]([CH2:41][N:47]2[CH2:48][CH2:49][N:44]([CH3:43])[CH2:45][CH2:46]2)[C:8]([O:39][CH3:40])=[C:9]([NH:11][C:12]([C:14]2[N:15]([CH3:38])[C:16]3[C:21]([CH:22]=2)=[CH:20][CH:19]=[CH:18][C:17]=3[CH2:23][N:24]2[CH2:25][CH2:26][N:27]([C:30]([C@@H:32]3[CH2:36][CH2:35][CH2:34][N:33]3[CH3:37])=[O:31])[CH2:28][CH2:29]2)=[O:13])[CH:10]=1)([CH3:3])([CH3:4])[CH3:2], predict the reactants needed to synthesize it. The reactants are: [C:1]([C:5]1[CH:6]=[C:7]([CH:41]=O)[C:8]([O:39][CH3:40])=[C:9]([NH:11][C:12]([C:14]2[N:15]([CH3:38])[C:16]3[C:21]([CH:22]=2)=[CH:20][CH:19]=[CH:18][C:17]=3[CH2:23][N:24]2[CH2:29][CH2:28][N:27]([C:30]([C@@H:32]3[CH2:36][CH2:35][CH2:34][N:33]3[CH3:37])=[O:31])[CH2:26][CH2:25]2)=[O:13])[CH:10]=1)([CH3:4])([CH3:3])[CH3:2].[CH3:43][N:44]1[CH2:49][CH2:48][NH:47][CH2:46][CH2:45]1.C(O[BH-](OC(=O)C)OC(=O)C)(=O)C.[Na+].C(=O)([O-])O.[Na+].